Predict the reaction yield, written as a fraction of the theoretical maximum amount of product (1.0 means a 100% yield; for example, 0.34 means a 34% yield). From a dataset of Reaction yield outcomes from USPTO patents with 853,638 reactions. (1) The reactants are [H-].[Na+].[Cl-].[OH:4][NH3+:5].[F:6][C:7]1[CH:8]=[C:9]2[C:13](=[CH:14][CH:15]=1)[NH:12][C:11](=[O:16])/[C:10]/2=[CH:17]\[C:18]1[NH:22][C:21]([CH3:23])=[C:20]([C:24]([NH:26][CH2:27][CH2:28][C:29](OC)=[O:30])=[O:25])[C:19]=1[CH3:33]. The catalyst is CN(C=O)C.CS(C)=O. The product is [OH:4][NH:5][C:29]([CH2:28][CH2:27][NH:26][C:24]([C:20]1[C:19]([CH3:33])=[C:18](/[CH:17]=[C:10]2\[C:11](=[O:16])[NH:12][C:13]3[C:9]\2=[CH:8][C:7]([F:6])=[CH:15][CH:14]=3)[NH:22][C:21]=1[CH3:23])=[O:25])=[O:30]. The yield is 0.125. (2) The reactants are [C:1]([O:5][C:6]([N:8]1[CH2:26][CH2:25][N:11]2[C:12]3[CH:13]=[CH:14][CH:15]=[CH:16][C:17]=3[C:18]([C:19](=[O:24])C(F)(F)F)=[C:10]2[CH2:9]1)=[O:7])([CH3:4])([CH3:3])[CH3:2].[H-].[Na+].[OH2:29]. The catalyst is CN(C)C=O.COC(C)(C)C. The product is [C:1]([O:5][C:6]([N:8]1[CH2:26][CH2:25][N:11]2[C:12]3[CH:13]=[CH:14][CH:15]=[CH:16][C:17]=3[C:18]([C:19]([OH:24])=[O:29])=[C:10]2[CH2:9]1)=[O:7])([CH3:2])([CH3:3])[CH3:4]. The yield is 0.860.